This data is from Full USPTO retrosynthesis dataset with 1.9M reactions from patents (1976-2016). The task is: Predict the reactants needed to synthesize the given product. (1) The reactants are: CS([C:5]1[CH:10]=[CH:9][C:8](I)=[CH:7][N:6]=1)(=O)=O.BrC1C=CC(C2OC(C)=C(CC[O:26][S:27]([CH3:30])(=O)=[O:28])N=2)=CC=1.[CH3:32][C:33]1[O:37][C:36]([C:38]2[CH:43]=[CH:42][C:41](B3OC(C)(C)C(C)(C)O3)=[CH:40][CH:39]=2)=[N:35][C:34]=1[CH2:53][CH2:54]O.Br[C:57]1[CH:58]=[N:59][C:60](I)=[N:61][CH:62]=1. Given the product [CH3:30][S:27]([C:57]1[CH:58]=[N:59][C:60]([C:41]2[CH:40]=[CH:39][C:38]([C:36]3[O:37][C:33]([CH3:32])=[C:34]([CH2:53][CH2:54][N:6]4[CH2:7][CH2:8][CH2:9][CH:10]4[CH3:5])[N:35]=3)=[CH:43][CH:42]=2)=[N:61][CH:62]=1)(=[O:28])=[O:26], predict the reactants needed to synthesize it. (2) Given the product [Br:21][C:18]1[CH:19]=[C:20]2[C:15](=[CH:16][CH:17]=1)[NH:14][CH:13]=[C:12]2[CH:2]([NH:1][C:31]([C:24]1[C:25]2[C:30](=[CH:29][CH:28]=[CH:27][CH:26]=2)[NH:22][CH:23]=1)=[O:32])[CH2:3][NH:4][C:5](=[O:11])[O:6][C:7]([CH3:9])([CH3:10])[CH3:8], predict the reactants needed to synthesize it. The reactants are: [NH2:1][CH:2]([C:12]1[C:20]2[C:15](=[CH:16][CH:17]=[C:18]([Br:21])[CH:19]=2)[NH:14][CH:13]=1)[CH2:3][NH:4][C:5](=[O:11])[O:6][C:7]([CH3:10])([CH3:9])[CH3:8].[NH:22]1[C:30]2[C:25](=[CH:26][CH:27]=[CH:28][CH:29]=2)[C:24]([C:31](O)=[O:32])=[CH:23]1.C1(N=C=NC2CCCCC2)CCCCC1.